Dataset: Full USPTO retrosynthesis dataset with 1.9M reactions from patents (1976-2016). Task: Predict the reactants needed to synthesize the given product. (1) Given the product [OH:12][C:13]1[CH:14]=[C:15]([CH:19]=[C:20]([O:23][CH3:24])[C:21]=1[OH:22])[C:16]([O:18][C:35]1[CH:36]=[CH:37][C:32]([C:25]2[CH:30]=[CH:29][C:28]([O:6][C:5](=[O:7])[C:4]3[CH:8]=[CH:9][C:10]([OH:11])=[C:2]([OH:1])[CH:3]=3)=[CH:27][CH:26]=2)=[CH:33][CH:34]=1)=[O:17], predict the reactants needed to synthesize it. The reactants are: [OH:1][C:2]1[CH:3]=[C:4]([CH:8]=[CH:9][C:10]=1[OH:11])[C:5]([OH:7])=[O:6].[OH:12][C:13]1[CH:14]=[C:15]([CH:19]=[C:20]([O:23][CH3:24])[C:21]=1[OH:22])[C:16]([OH:18])=[O:17].[C:25]1([C:32]2[CH:37]=[CH:36][C:35](O)=[CH:34][CH:33]=2)[CH:30]=[CH:29][C:28](O)=[CH:27][CH:26]=1. (2) Given the product [CH2:1]([O:8][CH:9]([CH3:20])[CH2:10][OH:11])[C:2]1[CH:7]=[CH:6][CH:5]=[CH:4][CH:3]=1, predict the reactants needed to synthesize it. The reactants are: [CH2:1]([O:8][CH:9]([CH3:20])[CH2:10][O:11]C1C=CC(OC)=CC=1)[C:2]1[CH:7]=[CH:6][CH:5]=[CH:4][CH:3]=1.[N+]([O-])([O-])=O.[Ce+3].[NH4+].[NH4+].[N+]([O-])([O-])=O.[N+]([O-])([O-])=O.[N+]([O-])([O-])=O.[N+]([O-])([O-])=O.S([O-])([O-])(=O)=S.[Na+].[Na+].C(=O)([O-])O.[Na+]. (3) Given the product [CH2:21]([N:8]1[C:9]2[C:5](=[CH:4][C:3]([O:2][CH3:1])=[CH:11][C:10]=2[CH3:12])[C:6]([CH:13]2[CH2:14][CH2:15][N:16]([CH3:19])[CH2:17][CH2:18]2)=[CH:7]1)[CH2:22][CH3:23], predict the reactants needed to synthesize it. The reactants are: [CH3:1][O:2][C:3]1[CH:4]=[C:5]2[C:9](=[C:10]([CH3:12])[CH:11]=1)[NH:8][CH:7]=[C:6]2[CH:13]1[CH2:18][CH2:17][N:16]([CH3:19])[CH2:15][CH2:14]1.I[CH2:21][CH2:22][CH3:23].[H-].[K+].C1OCCOCCOCCOCCOCCOC1. (4) Given the product [CH2:1]([N:8]([CH2:29][CH:30]1[CH2:31][CH2:32][CH:33]([C:36]([OH:38])=[O:37])[CH2:34][CH2:35]1)[S:9]([NH:12][C:13](=[O:28])[C:14]1[CH:15]=[C:16]([C:24]([F:26])([F:27])[F:25])[CH:17]=[C:18]([C:20]([F:21])([F:22])[F:23])[CH:19]=1)(=[O:11])=[O:10])[C:2]1[CH:3]=[CH:4][CH:5]=[CH:6][CH:7]=1, predict the reactants needed to synthesize it. The reactants are: [CH2:1]([N:8]([CH2:29][CH:30]1[CH2:35][CH2:34][CH:33]([C:36]([O:38]CC)=[O:37])[CH2:32][CH2:31]1)[S:9]([NH:12][C:13](=[O:28])[C:14]1[CH:19]=[C:18]([C:20]([F:23])([F:22])[F:21])[CH:17]=[C:16]([C:24]([F:27])([F:26])[F:25])[CH:15]=1)(=[O:11])=[O:10])[C:2]1[CH:7]=[CH:6][CH:5]=[CH:4][CH:3]=1.[OH-].[Na+].Cl. (5) Given the product [CH2:1]=[C:2]1[CH2:7][CH2:6][C@H:5]2[C@H:8]3[C@H:18]([CH2:19][CH2:20][C@:3]12[CH3:4])[C@:16]1([CH3:17])[C:11](=[CH:12][C:13](=[O:21])[CH:14]=[CH:15]1)[CH2:10][CH2:9]3, predict the reactants needed to synthesize it. The reactants are: [CH2:1]=[C:2]1[CH2:7][CH2:6][C@H:5]2[C@H:8]3[C@H:18]([CH2:19][CH2:20][C@:3]12[CH3:4])[C@:16]1([CH3:17])[C:11](=[CH:12][C:13](=[O:21])[CH2:14][CH2:15]1)[CH2:10][CH2:9]3.ClC1C(=O)C(C#N)=C(C#N)C(=O)C=1Cl.[Na].O.